This data is from Full USPTO retrosynthesis dataset with 1.9M reactions from patents (1976-2016). The task is: Predict the reactants needed to synthesize the given product. (1) Given the product [Cl:22][C:23]1[CH:31]=[CH:30][CH:29]=[CH:28][C:24]=1[C:25]([O:11][C@H:10]1[CH2:9][CH2:8][C@H:7]2[C@H:6]3[C@H:5]([CH2:4][CH2:3][C@:2]12[CH3:1])[C@:20]1([CH3:21])[C:14](=[CH:15][C:16](=[O:17])[CH2:18][CH2:19]1)[CH2:13][CH2:12]3)=[O:26], predict the reactants needed to synthesize it. The reactants are: [CH3:1][C@@:2]12[C@@H:10]([OH:11])[CH2:9][CH2:8][C@H:7]1[C@@H:6]1[CH2:12][CH2:13][C:14]3[C@@:20]([CH3:21])([C@H:5]1[CH2:4][CH2:3]2)[CH2:19][CH2:18][C:16](=[O:17])[CH:15]=3.[Cl:22][C:23]1[CH:31]=[CH:30][CH:29]=[CH:28][C:24]=1[C:25](Cl)=[O:26].C(N(CC)CC)C. (2) Given the product [CH3:5][O:6][C:7]1[CH:8]=[C:9]2[C:14]([CH:13]=[C:12]([C:17]3[CH:22]=[CH:21][N:20]=[C:19]([NH:23][CH3:24])[N:18]=3)[CH:11]=[C:10]2[NH:25][CH:26]2[CH2:27][CH2:28][N:3]([C:2](=[NH:4])[NH2:1])[CH2:30][CH2:31]2)=[CH:15][CH:16]=1, predict the reactants needed to synthesize it. The reactants are: [NH2:1][C:2]([NH2:4])=[NH:3].[CH3:5][O:6][C:7]1[CH:8]=[C:9]2[C:14](=[CH:15][CH:16]=1)[CH:13]=[C:12]([C:17]1[CH:22]=[CH:21][N:20]=[C:19]([NH:23][CH3:24])[N:18]=1)[CH:11]=[C:10]2[NH:25][CH:26]1[CH2:31][CH2:30]N[CH2:28][CH2:27]1.